This data is from Catalyst prediction with 721,799 reactions and 888 catalyst types from USPTO. The task is: Predict which catalyst facilitates the given reaction. (1) Reactant: S(Cl)([Cl:3])=O.[F:5][C:6]1[CH:7]=[N:8][C:9]2[C:14]([C:15]=1[CH2:16][CH2:17][CH2:18][C:19]1([C:28]([O:30][CH2:31][CH3:32])=[O:29])[CH2:24][CH2:23][N:22]([CH2:25][CH2:26]O)[CH2:21][CH2:20]1)=[CH:13][C:12]([O:33][CH3:34])=[CH:11][CH:10]=2. Product: [ClH:3].[ClH:3].[Cl:3][CH2:26][CH2:25][N:22]1[CH2:23][CH2:24][C:19]([CH2:18][CH2:17][CH2:16][C:15]2[C:14]3[C:9](=[CH:10][CH:11]=[C:12]([O:33][CH3:34])[CH:13]=3)[N:8]=[CH:7][C:6]=2[F:5])([C:28]([O:30][CH2:31][CH3:32])=[O:29])[CH2:20][CH2:21]1. The catalyst class is: 4. (2) Reactant: C[O-:2].[Na+].CO.[C:6]1([CH3:12])C=CC=CC=1.[Br:13][C:14]1[CH:19]=[C:18]([F:20])[CH:17]=[CH:16][C:15]=1[CH2:21][C:22]#[N:23]. The catalyst class is: 84. Product: [C:6]([CH:21]([C:15]1[CH:16]=[CH:17][C:18]([F:20])=[CH:19][C:14]=1[Br:13])[C:22]#[N:23])(=[O:2])[CH3:12]. (3) Reactant: [C:1]([O:5][C:6]([N:8]1[CH2:12][CH2:11][CH2:10][C@@H:9]1[CH2:13][N:14]1[C:18]2[CH:19]=[CH:20][C:21]([C:23]([OH:25])=O)=[CH:22][C:17]=2[N:16]=[C:15]1[NH:26][C:27]([C:29]1[S:30][C:31]([CH:34]([F:36])[F:35])=[CH:32][CH:33]=1)=[O:28])=[O:7])([CH3:4])([CH3:3])[CH3:2].[CH3:37][C:38]([CH3:42])([CH3:41])[CH2:39][NH2:40].CCN(C(C)C)C(C)C.CN(C(ON1N=NC2C=CC=NC1=2)=[N+](C)C)C.F[P-](F)(F)(F)(F)F. Product: [F:36][CH:34]([F:35])[C:31]1[S:30][C:29]([C:27]([NH:26][C:15]2[N:14]([CH2:13][C@H:9]3[CH2:10][CH2:11][CH2:12][N:8]3[C:6]([O:5][C:1]([CH3:4])([CH3:2])[CH3:3])=[O:7])[C:18]3[CH:19]=[CH:20][C:21]([C:23](=[O:25])[NH:40][CH2:39][C:38]([CH3:42])([CH3:41])[CH3:37])=[CH:22][C:17]=3[N:16]=2)=[O:28])=[CH:33][CH:32]=1. The catalyst class is: 3. (4) Reactant: [NH:1]1[CH2:6][CH2:5][CH:4]([C:7]([O:9][CH2:10][CH3:11])=[O:8])[CH2:3][CH2:2]1.C(=O)([O-])[O-].[K+].[K+].Cl[CH2:19][C:20]([C:22]1[CH:27]=[CH:26][C:25]([F:28])=[CH:24][CH:23]=1)=[O:21]. Product: [F:28][C:25]1[CH:26]=[CH:27][C:22]([C:20](=[O:21])[CH2:19][N:1]2[CH2:6][CH2:5][CH:4]([C:7]([O:9][CH2:10][CH3:11])=[O:8])[CH2:3][CH2:2]2)=[CH:23][CH:24]=1. The catalyst class is: 10. (5) Reactant: [Cl:1][C:2]1[CH:3]=[CH:4][C:5]2[N:11]3[CH:12]=[CH:13][CH:14]=[C:10]3[C@@H:9]([CH2:15][CH2:16][C:17](O)=[O:18])[O:8][C@H:7]([C:20]3[CH:25]=[CH:24][CH:23]=[C:22]([O:26][CH3:27])[C:21]=3[O:28][CH3:29])[C:6]=2[CH:30]=1.[C:31]12([C:37]([O:39][CH2:40][CH3:41])=[O:38])[CH2:36][CH:35]1[CH2:34][NH:33][CH2:32]2.Cl.C(N=C=NCCCN(C)C)C.ON1C2C=CC=CC=2N=N1. Product: [Cl:1][C:2]1[CH:3]=[CH:4][C:5]2[N:11]3[CH:12]=[CH:13][CH:14]=[C:10]3[C@@H:9]([CH2:15][CH2:16][C:17]([N:33]3[CH2:34][CH:35]4[C:31]([C:37]([O:39][CH2:40][CH3:41])=[O:38])([CH2:36]4)[CH2:32]3)=[O:18])[O:8][C@H:7]([C:20]3[CH:25]=[CH:24][CH:23]=[C:22]([O:26][CH3:27])[C:21]=3[O:28][CH3:29])[C:6]=2[CH:30]=1. The catalyst class is: 2.